This data is from Forward reaction prediction with 1.9M reactions from USPTO patents (1976-2016). The task is: Predict the product of the given reaction. (1) Given the reactants [F:1][C:2]1[CH:9]=[C:8]([C:10]([F:13])([F:12])[F:11])[CH:7]=[CH:6][C:3]=1C=O.[CH:14](OC)([O:17][CH3:18])[O:15][CH3:16].C1(C)C=CC(S(O)(=O)=O)=CC=1.C([O-])([O-])=O.[Na+].[Na+], predict the reaction product. The product is: [CH3:16][O:15][CH:14]([O:17][CH3:18])[C:3]1[CH:6]=[CH:7][C:8]([C:10]([F:13])([F:12])[F:11])=[CH:9][C:2]=1[F:1]. (2) Given the reactants [Cl:1][C:2]1[CH:7]=[CH:6][C:5]([S:8]([C:11]2[CH:16]=[CH:15][CH:14]=[CH:13][C:12]=2[F:17])(=[O:10])=[O:9])=[CH:4][N+:3]=1[O-].O.P(Cl)(Cl)([Cl:22])=O, predict the reaction product. The product is: [Cl:1][C:2]1[CH:7]=[CH:6][C:5]([S:8]([C:11]2[CH:16]=[CH:15][CH:14]=[CH:13][C:12]=2[F:17])(=[O:10])=[O:9])=[C:4]([Cl:22])[N:3]=1. (3) The product is: [C:1]([O:4][C@@H:5]1[C@@H:10]([O:11][C:12](=[O:14])[CH3:13])[C@H:9]([O:15][C:16](=[O:18])[CH3:17])[C@@H:8]([CH2:19][O:20][C:21](=[O:23])[CH3:22])[O:7][C@H:6]1[O:24][C:25]1[C:29]([CH2:30][C:31]2[CH:36]=[CH:35][C:34]([O:37][CH2:38][CH2:39][CH2:40][O:41][S:53]([CH3:52])(=[O:55])=[O:54])=[CH:33][CH:32]=2)=[C:28]([CH:42]([CH3:44])[CH3:43])[NH:27][N:26]=1)(=[O:3])[CH3:2]. Given the reactants [C:1]([O:4][C@@H:5]1[C@@H:10]([O:11][C:12](=[O:14])[CH3:13])[C@H:9]([O:15][C:16](=[O:18])[CH3:17])[C@@H:8]([CH2:19][O:20][C:21](=[O:23])[CH3:22])[O:7][C@H:6]1[O:24][C:25]1[C:29]([CH2:30][C:31]2[CH:36]=[CH:35][C:34]([O:37][CH2:38][CH2:39][CH2:40][OH:41])=[CH:33][CH:32]=2)=[C:28]([CH:42]([CH3:44])[CH3:43])[NH:27][N:26]=1)(=[O:3])[CH3:2].C(N(CC)CC)C.[CH3:52][S:53](Cl)(=[O:55])=[O:54].Cl, predict the reaction product. (4) Given the reactants COC1[CH:4]=[C:5]([NH:9][C:10]2[CH:26]=[CH:25][C:13]3[S:14][C:15]([C:18]4[CH:23]=[CH:22][N:21]=[C:20]([NH2:24])[N:19]=4)=[C:16]([CH3:17])[C:12]=3[CH:11]=2)[CH:6]=[CH:7][CH:8]=1.[N:27]1C=CC=C(N)C=1.COC1C=C(C=CC=1)N, predict the reaction product. The product is: [CH3:17][C:16]1[C:12]2[CH:11]=[C:10]([NH:9][C:5]3[CH:4]=[N:27][CH:8]=[CH:7][CH:6]=3)[CH:26]=[CH:25][C:13]=2[S:14][C:15]=1[C:18]1[CH:23]=[CH:22][N:21]=[C:20]([NH2:24])[N:19]=1. (5) Given the reactants [Cl:1][C:2]1[CH:3]=[C:4]([C:9]2([C:15]([CH:17]3[CH2:22][CH2:21][CH2:20][CH2:19][N:18]3C(OC(C)(C)C)=O)=[O:16])[CH:14]=[CH:13][NH:12][CH:11]=[CH:10]2)[CH:5]=[CH:6][C:7]=1[Cl:8].[BH4-].[Na+].[OH2:32].[CH3:33][OH:34], predict the reaction product. The product is: [Cl:1][C:2]1[CH:3]=[C:4]([C:9]2([CH:15]([OH:16])[C:17]3[CH:22]=[CH:21][CH:20]=[CH:19][N:18]=3)[CH2:14][CH2:13][N:12]([C:33]([O:34][C:4]([CH3:9])([CH3:5])[CH3:3])=[O:32])[CH2:11][CH2:10]2)[CH:5]=[CH:6][C:7]=1[Cl:8]. (6) The product is: [CH3:18][N:16]1[C:15](=[O:19])[CH:14]=[CH:13][C:12]([C:10](=[O:11])[CH2:9][C@H:8]([C:5]2[CH:4]=[CH:3][C:2]([N:27]3[CH2:28][CH2:29][CH:30]([C:33]([OH:35])=[O:34])[CH2:31][CH2:32]3)=[CH:7][CH:6]=2)[C:20]2[CH:25]=[CH:24][CH:23]=[CH:22][C:21]=2[CH3:26])=[CH:17]1. Given the reactants Br[C:2]1[CH:7]=[CH:6][C:5]([C@H:8]([C:20]2[CH:25]=[CH:24][CH:23]=[CH:22][C:21]=2[CH3:26])[CH2:9][C:10]([C:12]2[CH:13]=[CH:14][C:15](=[O:19])[N:16]([CH3:18])[CH:17]=2)=[O:11])=[CH:4][CH:3]=1.[NH:27]1[CH2:32][CH2:31][CH:30]([C:33]([O:35]CC)=[O:34])[CH2:29][CH2:28]1.CC(C)([O-])C.[Na+].C1(P(C2CCCCC2)C2C=CC=CC=2C2C(C(C)C)=CC(C(C)C)=CC=2C(C)C)CCCCC1, predict the reaction product. (7) The product is: [Cl:1][C:2]1[CH:10]=[CH:9][CH:8]=[C:7]2[C:3]=1[C:4]([CH:34]([C:37]1[CH:42]=[CH:41][C:40]([CH:43]([F:45])[F:44])=[CH:39][CH:38]=1)[OH:35])=[CH:5][N:6]2[C@@H:11]1[O:28][C@H:27]([CH2:29][O:30][C:31](=[O:33])[CH3:32])[C@@H:22]([O:23][C:24](=[O:26])[CH3:25])[C@H:17]([O:18][C:19](=[O:21])[CH3:20])[C@H:12]1[O:13][C:14](=[O:16])[CH3:15]. Given the reactants [Cl:1][C:2]1[CH:10]=[CH:9][CH:8]=[C:7]2[C:3]=1[C:4]([CH:34]=[O:35])=[CH:5][N:6]2[C@@H:11]1[O:28][C@H:27]([CH2:29][O:30][C:31](=[O:33])[CH3:32])[C@@H:22]([O:23][C:24](=[O:26])[CH3:25])[C@H:17]([O:18][C:19](=[O:21])[CH3:20])[C@H:12]1[O:13][C:14](=[O:16])[CH3:15].Br[C:37]1[CH:42]=[CH:41][C:40]([CH:43]([F:45])[F:44])=[CH:39][CH:38]=1, predict the reaction product.